Dataset: NCI-60 drug combinations with 297,098 pairs across 59 cell lines. Task: Regression. Given two drug SMILES strings and cell line genomic features, predict the synergy score measuring deviation from expected non-interaction effect. Drug 1: CC1CCC2CC(C(=CC=CC=CC(CC(C(=O)C(C(C(=CC(C(=O)CC(OC(=O)C3CCCCN3C(=O)C(=O)C1(O2)O)C(C)CC4CCC(C(C4)OC)OCCO)C)C)O)OC)C)C)C)OC. Drug 2: N.N.Cl[Pt+2]Cl. Cell line: NCIH23. Synergy scores: CSS=65.3, Synergy_ZIP=1.00, Synergy_Bliss=-0.775, Synergy_Loewe=0.118, Synergy_HSA=0.519.